This data is from Full USPTO retrosynthesis dataset with 1.9M reactions from patents (1976-2016). The task is: Predict the reactants needed to synthesize the given product. (1) Given the product [F:21][C:18]1[CH:19]=[CH:20][C:15]([N:10]2[C:11]([CH:12]([CH3:14])[CH3:13])=[C:7]([N:4]3[CH2:5][CH2:6][CH:2]([N:23]4[C:27]5=[N:28][CH:29]=[CH:30][CH:31]=[C:26]5[C:25]([C:32]#[N:33])=[N:24]4)[C:3]3=[O:22])[CH:8]=[N:9]2)=[CH:16][CH:17]=1, predict the reactants needed to synthesize it. The reactants are: Br[CH:2]1[CH2:6][CH2:5][N:4]([C:7]2[CH:8]=[N:9][N:10]([C:15]3[CH:20]=[CH:19][C:18]([F:21])=[CH:17][CH:16]=3)[C:11]=2[CH:12]([CH3:14])[CH3:13])[C:3]1=[O:22].[NH:23]1[C:27]2=[N:28][CH:29]=[CH:30][CH:31]=[C:26]2[C:25]([C:32]#[N:33])=[N:24]1.C([O-])([O-])=O.[K+].[K+]. (2) Given the product [Cl:1][C:2]1[CH:7]=[C:6]([Cl:8])[CH:5]=[CH:4][C:3]=1[CH:9]1[N:14]=[C:13]([C:15]2[S:16][CH:17]=[CH:18][N:19]=2)[NH:12][C:11]([CH2:20][N:21]2[CH2:26][CH2:25][O:24][CH2:23][CH:22]2[C:27]([O:29][CH2:37][O:36][C:35]([O:39][CH:40]([CH3:42])[CH3:41])=[O:43])=[O:28])=[C:10]1[C:30]([O:32][CH2:33][CH3:34])=[O:31], predict the reactants needed to synthesize it. The reactants are: [Cl:1][C:2]1[CH:7]=[C:6]([Cl:8])[CH:5]=[CH:4][C:3]=1[CH:9]1[N:14]=[C:13]([C:15]2[S:16][CH:17]=[CH:18][N:19]=2)[NH:12][C:11]([CH2:20][N:21]2[CH2:26][CH2:25][O:24][CH2:23][CH:22]2[C:27]([OH:29])=[O:28])=[C:10]1[C:30]([O:32][CH2:33][CH3:34])=[O:31].[C:35](=[O:43])([O:39][CH:40]([CH3:42])[CH3:41])[O:36][CH2:37]Cl.